Dataset: Forward reaction prediction with 1.9M reactions from USPTO patents (1976-2016). Task: Predict the product of the given reaction. (1) Given the reactants C[C:2]1[CH:9]=[CH:8][C:5]([CH:6]=[O:7])=[CH:4][CH:3]=1.[CH:10]1[C:19]2[C:14](=[CH:15][CH:16]=[CH:17][CH:18]=2)[CH:13]=[CH:12][C:11]=1C1C=CC=CC=1C=O, predict the reaction product. The product is: [CH:10]1[C:19]2[C:14](=[CH:15][CH:16]=[CH:17][CH:18]=2)[CH:13]=[CH:12][C:11]=1[CH:6]([C:5]1[CH:8]=[CH:9][CH:2]=[CH:3][CH:4]=1)[OH:7]. (2) Given the reactants [Br:1][C:2]1[CH:14]=[CH:13][C:12]([C:15](=[O:17])[NH2:16])=[C:11]2[C:3]=1[C:4]1[CH:5]=[CH:6][C:7]([C:18](O)=[O:19])=[CH:8][C:9]=1[NH:10]2.C(Cl)CCl.C1C=CC2N(O)N=NC=2C=1.[CH3:35][N:36]1[CH2:41][CH2:40][NH:39][CH2:38][CH2:37]1, predict the reaction product. The product is: [Br:1][C:2]1[C:3]2[C:4]3[C:9](=[CH:8][C:7]([C:18]([N:39]4[CH2:40][CH2:41][N:36]([CH3:35])[CH2:37][CH2:38]4)=[O:19])=[CH:6][CH:5]=3)[NH:10][C:11]=2[C:12]([C:15]([NH2:16])=[O:17])=[CH:13][CH:14]=1. (3) Given the reactants [Cl:1][C:2]1[CH:7]=[C:6](Cl)[N:5]=[CH:4][N:3]=1.[F:9][C:10]([F:21])([F:20])[C:11]1[CH:16]=[CH:15][C:14](B(O)O)=[CH:13][CH:12]=1.P([O-])([O-])([O-])=O.[K+].[K+].[K+].N#N, predict the reaction product. The product is: [Cl:1][C:2]1[CH:7]=[C:6]([C:14]2[CH:15]=[CH:16][C:11]([C:10]([F:21])([F:20])[F:9])=[CH:12][CH:13]=2)[N:5]=[CH:4][N:3]=1. (4) Given the reactants [C:1]1([C:7]2[O:11][C:10]([C:12]([N:14]3[CH2:17][CH:16]([O:18][C:19]4[CH:26]=[CH:25][C:22]([CH:23]=O)=[CH:21][CH:20]=4)[CH2:15]3)=[O:13])=[N:9][N:8]=2)[CH:6]=[CH:5][CH:4]=[CH:3][CH:2]=1.FC(F)(F)C(O)=O.[CH2:34]([C:36]1([OH:40])[CH2:39][NH:38][CH2:37]1)[CH3:35], predict the reaction product. The product is: [CH2:34]([C:36]1([OH:40])[CH2:39][N:38]([CH2:23][C:22]2[CH:21]=[CH:20][C:19]([O:18][CH:16]3[CH2:15][N:14]([C:12]([C:10]4[O:11][C:7]([C:1]5[CH:6]=[CH:5][CH:4]=[CH:3][CH:2]=5)=[N:8][N:9]=4)=[O:13])[CH2:17]3)=[CH:26][CH:25]=2)[CH2:37]1)[CH3:35]. (5) Given the reactants [C:1]([C:3]1[CH:20]=[CH:19][C:6]2[CH2:7][CH2:8][N:9]([C:12]([O:14][C:15]([CH3:18])([CH3:17])[CH3:16])=[O:13])[CH2:10][CH2:11][C:5]=2[CH:4]=1)#[N:2].Cl.[NH2:22][OH:23].C(=O)([O-])O.[Na+], predict the reaction product. The product is: [OH:23][NH:22][C:1](=[NH:2])[C:3]1[CH:20]=[CH:19][C:6]2[CH2:7][CH2:8][N:9]([C:12]([O:14][C:15]([CH3:17])([CH3:18])[CH3:16])=[O:13])[CH2:10][CH2:11][C:5]=2[CH:4]=1. (6) Given the reactants [CH3:1][C@@H:2]1[CH2:30][O:29][C@@:5]2([O:9][C@H:8]3[CH2:10][C@H:11]4[C@@H:16]5[CH2:17][CH2:18][C@@H:19]6[CH2:24][C@@H:23]([OH:25])[CH2:22][CH2:21][C@:20]6([CH3:26])[C@H:15]5[CH2:14][CH2:13][C@:12]4([CH3:27])[C@H:7]3[C@@H:6]2[CH3:28])[CH2:4][CH2:3]1.[Cr](O)(O)(=O)=O.CCCCCC.CCOC(C)=O, predict the reaction product. The product is: [CH3:1][C@H:2]1[CH2:30][O:29][C@@:5]2([O:9][C@H:8]3[CH2:10][C@H:11]4[C@@H:16]5[CH2:17][CH2:18][C@@H:19]6[CH2:24][C:23](=[O:25])[CH2:22][CH2:21][C@:20]6([CH3:26])[C@H:15]5[CH2:14][CH2:13][C@:12]4([CH3:27])[C@H:7]3[C@@H:6]2[CH3:28])[CH2:4][CH2:3]1. (7) Given the reactants [C:1]1([NH:7][C:8](=[O:13])[CH:9]=[C:10]([CH3:12])[CH3:11])[CH:6]=[CH:5][CH:4]=[CH:3][CH:2]=1.[Cl-].[Al+3].[Cl-].[Cl-].C(Cl)Cl, predict the reaction product. The product is: [CH3:12][C:10]1([CH3:11])[C:6]2[C:1](=[CH:2][CH:3]=[CH:4][CH:5]=2)[NH:7][C:8](=[O:13])[CH2:9]1.